Task: Predict the product of the given reaction.. Dataset: Forward reaction prediction with 1.9M reactions from USPTO patents (1976-2016) (1) Given the reactants [N+:1]([C:4]1[CH:9]=[CH:8][CH:7]=[CH:6][C:5]=1[N:10]1[CH2:15][CH2:14][CH:13]([C:16]([N:18]2[C:24]3[CH:25]=[CH:26][CH:27]=[CH:28][C:23]=3[CH2:22][N:21]3[CH:29]=[CH:30][CH:31]=[C:20]3[CH2:19]2)=[O:17])[CH2:12][CH2:11]1)([O-])=O.CN(C=O)C, predict the reaction product. The product is: [NH2:1][C:4]1[CH:9]=[CH:8][CH:7]=[CH:6][C:5]=1[N:10]1[CH2:15][CH2:14][CH:13]([C:16]([N:18]2[C:24]3[CH:25]=[CH:26][CH:27]=[CH:28][C:23]=3[CH2:22][N:21]3[CH:29]=[CH:30][CH:31]=[C:20]3[CH2:19]2)=[O:17])[CH2:12][CH2:11]1. (2) Given the reactants [Cl:1][C:2]1[CH:7]=[CH:6][C:5]([O:8][C:9]2[CH:14]=[CH:13][C:12]([CH:15]=[CH2:16])=[CH:11][CH:10]=2)=[CH:4][C:3]=1[C:17]([F:20])([F:19])[F:18].B1C2CCCC1CCC2.[OH-].[Na+].OO.[O-:34]S([O-])=O.[Na+].[Na+], predict the reaction product. The product is: [Cl:1][C:2]1[CH:7]=[CH:6][C:5]([O:8][C:9]2[CH:10]=[CH:11][C:12]([CH2:15][CH2:16][OH:34])=[CH:13][CH:14]=2)=[CH:4][C:3]=1[C:17]([F:18])([F:19])[F:20]. (3) Given the reactants [C:1]([OH:10])(=[O:9])[C:2]1[C:3](=[CH:5][CH:6]=[CH:7][CH:8]=1)[OH:4].[C:11](OC(=O)C)(=[O:13])[CH3:12], predict the reaction product. The product is: [C:11]([O:4][C:3]1[C:2](=[CH:8][CH:7]=[CH:6][CH:5]=1)[C:1]([OH:10])=[O:9])(=[O:13])[CH3:12]. (4) Given the reactants [C:1]([Li])([CH3:4])([CH3:3])[CH3:2].Br[C:7]1[CH:12]=[CH:11][C:10](Br)=[CH:9][CH:8]=1.F[B:15]([C:25]1[C:30]([CH3:31])=[CH:29][C:28]([CH3:32])=[CH:27][C:26]=1[CH3:33])[C:16]1[C:21]([CH3:22])=[CH:20][C:19]([CH3:23])=[CH:18][C:17]=1[CH3:24], predict the reaction product. The product is: [C:1]1([CH3:4])[CH:3]=[C:30]([CH3:29])[CH:25]=[C:26]([CH3:27])[C:2]=1[B:15]([C:16]1[C:21]([CH3:22])=[CH:20][C:19]([CH3:23])=[CH:18][C:17]=1[CH3:24])[C:7]1[CH:12]=[CH:11][C:10]([B:15]([C:25]2[C:30]([CH3:31])=[CH:29][C:28]([CH3:32])=[CH:27][C:26]=2[CH3:33])[C:16]2[C:21]([CH3:22])=[CH:20][C:19]([CH3:23])=[CH:18][C:17]=2[CH3:24])=[CH:9][CH:8]=1. (5) Given the reactants [CH3:1][O:2]/[C:3](=[CH:8]/[O:9]C)/[C:4](OC)=O.C(O)(=O)C.[CH:15]([NH2:17])=[NH:16].O.CC(O)=O, predict the reaction product. The product is: [CH3:1][O:2][C:3]1[C:8]([OH:9])=[N:16][CH:15]=[N:17][CH:4]=1.